Dataset: Reaction yield outcomes from USPTO patents with 853,638 reactions. Task: Predict the reaction yield, written as a fraction of the theoretical maximum amount of product (1.0 means a 100% yield; for example, 0.34 means a 34% yield). (1) The reactants are [Cl:1][C:2]1[CH:8]=[CH:7][C:5]([NH2:6])=[C:4]([F:9])[CH:3]=1.[C:10](O[C:10]([O:12][C:13]([CH3:16])([CH3:15])[CH3:14])=[O:11])([O:12][C:13]([CH3:16])([CH3:15])[CH3:14])=[O:11]. The product is [Cl:1][C:2]1[CH:8]=[CH:7][C:5]([NH:6][C:10](=[O:11])[O:12][C:13]([CH3:16])([CH3:15])[CH3:14])=[C:4]([F:9])[CH:3]=1. The yield is 0.890. The catalyst is O1CCOCC1. (2) The reactants are [OH:1][CH:2]([C:7]1[C:8]([CH3:26])=[N:9][C:10]([N:20]2[CH2:25][CH2:24][CH2:23][CH2:22][CH2:21]2)=[N:11][C:12]=1[C:13]1[CH:18]=[CH:17][C:16]([CH3:19])=[CH:15][CH:14]=1)[C:3]([O:5][CH3:6])=[O:4].C(O[C:31]([CH3:34])([CH3:33])[CH3:32])(=O)C.Cl(O)(=O)(=O)=O. No catalyst specified. The product is [C:31]([O:1][CH:2]([C:7]1[C:8]([CH3:26])=[N:9][C:10]([N:20]2[CH2:25][CH2:24][CH2:23][CH2:22][CH2:21]2)=[N:11][C:12]=1[C:13]1[CH:18]=[CH:17][C:16]([CH3:19])=[CH:15][CH:14]=1)[C:3]([O:5][CH3:6])=[O:4])([CH3:34])([CH3:33])[CH3:32]. The yield is 0.400. (3) The reactants are [OH:1][C:2]1[CH:9]=[C:8]([O:10][CH3:11])[C:7]([C:12]2[N:13]=[N:14][C:15]([N:18]([CH3:29])[CH:19]3[CH2:24][C:23]([CH3:26])([CH3:25])[NH:22][C:21]([CH3:28])([CH3:27])[CH2:20]3)=[CH:16][CH:17]=2)=[CH:6][C:3]=1[CH:4]=[O:5].C1C=CC(N([S:37]([C:40]([F:43])([F:42])[F:41])(=[O:39])=[O:38])[S:37]([C:40]([F:43])([F:42])[F:41])(=[O:39])=[O:38])=CC=1. The catalyst is C(Cl)Cl. The product is [F:41][C:40]([F:43])([F:42])[S:37]([O:1][C:2]1[CH:9]=[C:8]([O:10][CH3:11])[C:7]([C:12]2[N:13]=[N:14][C:15]([N:18]([CH3:29])[CH:19]3[CH2:24][C:23]([CH3:25])([CH3:26])[NH:22][C:21]([CH3:28])([CH3:27])[CH2:20]3)=[CH:16][CH:17]=2)=[CH:6][C:3]=1[CH:4]=[O:5])(=[O:39])=[O:38]. The yield is 0.780.